Dataset: Forward reaction prediction with 1.9M reactions from USPTO patents (1976-2016). Task: Predict the product of the given reaction. (1) Given the reactants [ClH:1].Cl.Cl.NCCC[N:8]([CH2:14][C:15]1[C:16]2[C:21]([CH:22]=[C:23]3[C:28]=1[CH:27]=[CH:26][CH:25]=[CH:24]3)=[CH:20][CH:19]=[CH:18][CH:17]=2)[CH2:9][CH2:10][CH2:11][CH2:12][NH2:13].Cl.Cl.Cl.NCCCCN(CC1C2C(C=C3C=1C=CC=C3)=CC=CC=2)CCCCN.Cl.Cl.Cl.NCCCCN(CC1C2C(C=C3C=1C=CC=C3)=CC=CC=2)CCCCCN.Cl.Cl.Cl.NCCCCNCCCCNCC1C2C(=CC=CC=2)C=CC=1.Cl.Cl.Cl.NCCCCNCCCCNCC1C2C3=C4C(=CC=2)C=CC=C4C=CC3=CC=1.Cl.Cl.Cl.C1C2C(=CC3C(C=2CNCCCCNC2CCC(N)CC2)=CC=CC=3)C=CC=1, predict the reaction product. The product is: [ClH:1].[ClH:1].[CH:27]1[C:28]2[C:23](=[CH:22][C:21]3[C:16]([C:15]=2[CH2:14][NH:8][CH2:9][CH2:10][CH2:11][CH2:12][NH2:13])=[CH:17][CH:18]=[CH:19][CH:20]=3)[CH:24]=[CH:25][CH:26]=1. (2) Given the reactants I[C:2]1[CH:3]=[CH:4][C:5]2[N:6]([CH:8]=[C:9]([C:11]([NH:13][C:14]3[CH:19]=[CH:18][CH:17]=[CH:16][CH:15]=3)=[O:12])[N:10]=2)[CH:7]=1.[NH:20]1[CH:24]=[N:23][CH:22]=[N:21]1, predict the reaction product. The product is: [C:14]1([NH:13][C:11]([C:9]2[N:10]=[C:5]3[CH:4]=[CH:3][C:2]([C:24]4[N:23]=[CH:22][NH:21][N:20]=4)=[CH:7][N:6]3[CH:8]=2)=[O:12])[CH:19]=[CH:18][CH:17]=[CH:16][CH:15]=1.